Regression. Given two drug SMILES strings and cell line genomic features, predict the synergy score measuring deviation from expected non-interaction effect. From a dataset of NCI-60 drug combinations with 297,098 pairs across 59 cell lines. Drug 1: C1CC(=O)NC(=O)C1N2CC3=C(C2=O)C=CC=C3N. Drug 2: CCC(=C(C1=CC=CC=C1)C2=CC=C(C=C2)OCCN(C)C)C3=CC=CC=C3.C(C(=O)O)C(CC(=O)O)(C(=O)O)O. Cell line: NCI/ADR-RES. Synergy scores: CSS=4.40, Synergy_ZIP=0.319, Synergy_Bliss=1.93, Synergy_Loewe=1.98, Synergy_HSA=0.554.